This data is from Reaction yield outcomes from USPTO patents with 853,638 reactions. The task is: Predict the reaction yield, written as a fraction of the theoretical maximum amount of product (1.0 means a 100% yield; for example, 0.34 means a 34% yield). (1) The reactants are Cl[C:2]1[C:7]([NH2:8])=[CH:6][CH:5]=[C:4]([Cl:9])[N:3]=1.[CH:10]([N:13]=[C:14]=[S:15])([CH3:12])[CH3:11].[H-].[Na+].CCOCC. The catalyst is CN(C=O)C. The product is [Cl:9][C:4]1[N:3]=[C:2]2[S:15][C:14]([NH:13][CH:10]([CH3:12])[CH3:11])=[N:8][C:7]2=[CH:6][CH:5]=1. The yield is 0.660. (2) The reactants are C([O:14][C:15]1[C:24]2[N:23]=[CH:22][CH:21]=[CH:20][C:19]=2[C:18]([C:25]([OH:27])=O)=[C:17]2[CH2:28][N:29]([CH2:32][C:33]3[CH:38]=[CH:37][C:36]([F:39])=[CH:35][CH:34]=3)[C:30](=[O:31])[C:16]=12)(C1C=CC=CC=1)C1C=CC=CC=1.[NH2:40][C:41]1[S:42][CH:43]=[CH:44][N:45]=1.C(N(C(C)C)CC)(C)C.F[P-](F)(F)(F)(F)F.N1(OC(N(C)C)=[N+](C)C)C2N=CC=CC=2N=N1. The catalyst is CN(C)C=O. The product is [S:42]1[CH:43]=[CH:44][N:45]=[C:41]1[NH:40][C:25]([C:18]1[C:19]2[CH:20]=[CH:21][CH:22]=[N:23][C:24]=2[C:15]([OH:14])=[C:16]2[C:30](=[O:31])[N:29]([CH2:32][C:33]3[CH:38]=[CH:37][C:36]([F:39])=[CH:35][CH:34]=3)[CH2:28][C:17]=12)=[O:27]. The yield is 0.600. (3) The reactants are C(OC([NH:8][CH2:9][CH:10]1[CH2:15][CH2:14][CH2:13][N:12]([C:16]([NH2:18])=[O:17])[CH2:11]1)=O)(C)(C)C.S(=O)(=O)(O)O. The catalyst is CO.O1CCOCC1. The product is [NH2:8][CH2:9][CH:10]1[CH2:15][CH2:14][CH2:13][N:12]([C:16]([NH2:18])=[O:17])[CH2:11]1. The yield is 0.870. (4) The reactants are FC(F)(F)S(O[C:7]1[C:11]2[CH2:12][N:13]([C:16](=[O:25])[NH:17][C:18]3[CH:23]=[CH:22][CH:21]=[C:20]([Cl:24])[CH:19]=3)[CH2:14][CH2:15][C:10]=2[NH:9][N:8]=1)(=O)=O.[F:28][C:29]1[CH:30]=[C:31](B(O)O)[CH:32]=[CH:33][CH:34]=1.[O-]P([O-])([O-])=O.[K+].[K+].[K+].O. The catalyst is O1CCOCC1.C1C=CC(P(C2C=CC=CC=2)[C-]2C=CC=C2)=CC=1.C1C=CC(P(C2C=CC=CC=2)[C-]2C=CC=C2)=CC=1.Cl[Pd]Cl.[Fe+2].C1C=CC(P(C2C=CC=CC=2)[C-]2C=CC=C2)=CC=1.C1C=CC(P(C2C=CC=CC=2)[C-]2C=CC=C2)=CC=1.[Fe+2]. The product is [Cl:24][C:20]1[CH:19]=[C:18]([NH:17][C:16]([N:13]2[CH2:14][CH2:15][C:10]3[NH:9][N:8]=[C:7]([C:33]4[CH:32]=[CH:31][CH:30]=[C:29]([F:28])[CH:34]=4)[C:11]=3[CH2:12]2)=[O:25])[CH:23]=[CH:22][CH:21]=1. The yield is 0.174. (5) The reactants are [C:1]([NH:9][NH2:10])(=[O:8])[C:2]1[CH:7]=[CH:6][N:5]=[CH:4][CH:3]=1.[CH2:11](C(CC)(CC)C([O-])([O-])[O-])C. No catalyst specified. The product is [O:8]1[CH:11]=[N:10][N:9]=[C:1]1[C:2]1[CH:7]=[CH:6][N:5]=[CH:4][CH:3]=1. The yield is 0.600. (6) The reactants are Cl.NO.C([N:6](CC)CC)C.[Cl:11][C:12]1[CH:13]=[C:14]([CH2:20][CH2:21][C:22]([O:24][C:25]([CH3:28])([CH3:27])[CH3:26])=[O:23])[CH:15]=[CH:16][C:17]=1[C:18]#[N:19]. The catalyst is CCO. The product is [C:18]([C:17]1[CH:16]=[CH:15][C:14]([CH2:20][CH2:21][C:22]([O:24][C:25]([CH3:28])([CH3:27])[CH3:26])=[O:23])=[CH:13][C:12]=1[Cl:11])(=[NH:6])[NH2:19]. The yield is 0.900.